From a dataset of Forward reaction prediction with 1.9M reactions from USPTO patents (1976-2016). Predict the product of the given reaction. (1) Given the reactants C(O[C:6]([N:8]1[CH2:15][C:14](=[O:16])[CH2:13][C@H:9]1[C:10]([OH:12])=O)=[O:7])(C)(C)C.[N:17]([C:20]1[CH:25]=[CH:24][CH:23]=[C:22]([CH3:26])[CH:21]=1)=C=O.[NH:27]1[CH2:30][CH:29]([OH:31])[CH2:28]1, predict the reaction product. The product is: [OH:31][CH:29]1[CH2:30][N:27]([C:10]([CH:9]2[CH2:13][C:14](=[O:16])[CH2:15][N:8]2[C:6]([NH:17][C:20]2[CH:25]=[CH:24][CH:23]=[C:22]([CH3:26])[CH:21]=2)=[O:7])=[O:12])[CH2:28]1. (2) The product is: [NH2:12][C:11]1[CH:10]=[C:9]([Br:8])[CH:15]=[CH:14][C:13]=1[S:2]([NH2:5])(=[O:3])=[O:4]. Given the reactants Cl[S:2]([N:5]=C=O)(=[O:4])=[O:3].[Br:8][C:9]1[CH:10]=[C:11]([CH:13]=[CH:14][CH:15]=1)[NH2:12].[Cl-].[Al+3].[Cl-].[Cl-], predict the reaction product.